Predict the product of the given reaction. From a dataset of Forward reaction prediction with 1.9M reactions from USPTO patents (1976-2016). (1) Given the reactants Br[CH2:2][C:3]([C:5]1[CH:6]=[C:7]([C:11]2[CH2:17][C:16](=[O:18])[NH:15][C:14]3[CH:19]=[C:20]([Cl:26])[C:21]([N:23]([CH3:25])[CH3:24])=[CH:22][C:13]=3[N:12]=2)[CH:8]=[CH:9][CH:10]=1)=O.[C:27]([NH:30][C:31]([NH2:33])=[S:32])(=[NH:29])[NH2:28], predict the reaction product. The product is: [Cl:26][C:20]1[C:21]([N:23]([CH3:25])[CH3:24])=[CH:22][C:13]2[N:12]=[C:11]([C:7]3[CH:6]=[C:5]([C:3]4[N:33]=[C:31]([NH:30][C:27]([NH2:29])=[NH:28])[S:32][CH:2]=4)[CH:10]=[CH:9][CH:8]=3)[CH2:17][C:16](=[O:18])[NH:15][C:14]=2[CH:19]=1. (2) Given the reactants [H-].[Na+].[NH:3]([C:12]([O:14][C:15]([CH3:18])([CH3:17])[CH3:16])=[O:13])[NH:4][C:5]([O:7][C:8]([CH3:11])([CH3:10])[CH3:9])=[O:6].Br[CH2:20][C:21]1[CH:30]=[CH:29][C:24]([C:25]([O:27][CH3:28])=[O:26])=[CH:23][CH:22]=1, predict the reaction product. The product is: [CH3:16][C:15]([O:14][C:12]([N:3]([CH2:20][C:21]1[CH:30]=[CH:29][C:24]([C:25]([O:27][CH3:28])=[O:26])=[CH:23][CH:22]=1)[NH:4][C:5]([O:7][C:8]([CH3:9])([CH3:10])[CH3:11])=[O:6])=[O:13])([CH3:18])[CH3:17]. (3) Given the reactants [C:1]([O:5][C:6]([N:8]([CH2:29][O:30][CH2:31][CH2:32][Si:33]([CH3:36])([CH3:35])[CH3:34])[C:9]1[S:10][C@:11]2([C:25](OC)=[O:26])[C@H:13]([C@:14]([C:17]3[CH:22]=[CH:21][CH:20]=[C:19]([F:23])[C:18]=3[F:24])([CH3:16])[N:15]=1)[CH2:12]2)=[O:7])([CH3:4])([CH3:3])[CH3:2].[BH4-].[Li+].CO, predict the reaction product. The product is: [C:1]([O:5][C:6](=[O:7])[N:8]([C:9]1[S:10][C@:11]2([CH2:25][OH:26])[C@H:13]([C@:14]([C:17]3[CH:22]=[CH:21][CH:20]=[C:19]([F:23])[C:18]=3[F:24])([CH3:16])[N:15]=1)[CH2:12]2)[CH2:29][O:30][CH2:31][CH2:32][Si:33]([CH3:36])([CH3:35])[CH3:34])([CH3:3])([CH3:2])[CH3:4]. (4) Given the reactants [F:1][C:2]([F:48])([F:47])[C:3]1[CH:4]=[C:5]([C@H:13]2[O:17][C:16](=[O:18])[N:15]([CH2:19][C:20]3[CH:25]=[C:24]([C:26]([F:29])([F:28])[F:27])[CH:23]=[CH:22][C:21]=3[N:30]([CH2:33][C@H:34]3[CH2:39][CH2:38][C@H:37]([CH2:40][C:41]([O:43]CC)=[O:42])[CH2:36][CH2:35]3)[CH2:31][CH3:32])[C@H:14]2[CH3:46])[CH:6]=[C:7]([C:9]([F:12])([F:11])[F:10])[CH:8]=1.[OH-].[K+].C(O)(=O)CC(CC(O)=O)(C(O)=O)O, predict the reaction product. The product is: [F:48][C:2]([F:1])([F:47])[C:3]1[CH:4]=[C:5]([C@H:13]2[O:17][C:16](=[O:18])[N:15]([CH2:19][C:20]3[CH:25]=[C:24]([C:26]([F:28])([F:29])[F:27])[CH:23]=[CH:22][C:21]=3[N:30]([CH2:33][C@H:34]3[CH2:35][CH2:36][C@H:37]([CH2:40][C:41]([OH:43])=[O:42])[CH2:38][CH2:39]3)[CH2:31][CH3:32])[C@H:14]2[CH3:46])[CH:6]=[C:7]([C:9]([F:10])([F:12])[F:11])[CH:8]=1. (5) Given the reactants [H-].[Na+].[F:3][C:4]1[CH:5]=[C:6]([CH2:13][C:14]([O:16][CH3:17])=[O:15])[CH:7]=[C:8]([F:12])[C:9]=1[O:10][CH3:11].Br[CH2:19][CH2:20]Br, predict the reaction product. The product is: [F:3][C:4]1[CH:5]=[C:6]([C:13]2([C:14]([O:16][CH3:17])=[O:15])[CH2:20][CH2:19]2)[CH:7]=[C:8]([F:12])[C:9]=1[O:10][CH3:11]. (6) Given the reactants [Br:1][C:2]1[CH:3]=[C:4]([CH:9]([OH:22])[CH:10]([C:12]2[C:17]([O:18][CH3:19])=[CH:16][CH:15]=[C:14]([F:20])[C:13]=2[Cl:21])[CH3:11])[C:5]([F:8])=[N:6][CH:7]=1.[Cr](Cl)([O-])(=O)=O.[NH+]1C=CC=CC=1, predict the reaction product. The product is: [Br:1][C:2]1[CH:3]=[C:4]([C:9](=[O:22])[CH:10]([C:12]2[C:17]([O:18][CH3:19])=[CH:16][CH:15]=[C:14]([F:20])[C:13]=2[Cl:21])[CH3:11])[C:5]([F:8])=[N:6][CH:7]=1. (7) Given the reactants [CH:1]1([N:5]([CH3:12])[CH2:6]/[CH:7]=[CH:8]/[C:9]([OH:11])=O)[CH2:4][CH2:3][CH2:2]1.C(Cl)(C(Cl)=O)=O.[I:19][C:20]1[C:28]2[C:23](=[N:24][CH:25]=[N:26][C:27]=2[NH:29]C(=O)OC(C)(C)C)[N:22]([C:37]2[CH:42]=[CH:41][CH:40]=[C:39]([NH:43][CH3:44])[CH:38]=2)[N:21]=1.C(O)(C(F)(F)F)=O, predict the reaction product. The product is: [NH2:29][C:27]1[N:26]=[CH:25][N:24]=[C:23]2[N:22]([C:37]3[CH:38]=[C:39]([N:43]([CH3:44])[C:9](=[O:11])/[CH:8]=[CH:7]/[CH2:6][N:5]([CH:1]4[CH2:2][CH2:3][CH2:4]4)[CH3:12])[CH:40]=[CH:41][CH:42]=3)[N:21]=[C:20]([I:19])[C:28]=12.